From a dataset of Reaction yield outcomes from USPTO patents with 853,638 reactions. Predict the reaction yield, written as a fraction of the theoretical maximum amount of product (1.0 means a 100% yield; for example, 0.34 means a 34% yield). (1) The reactants are [O:1]1[CH2:6][CH2:5][CH2:4][O:3][CH:2]1[C:7]1[N:12]=[CH:11][C:10]([C:13]2[S:21][C:20]3[C:15](=[N:16][CH:17]=[CH:18][C:19]=3[O:22][C:23]3[CH:29]=[CH:28][C:26]([NH2:27])=[CH:25][C:24]=3[F:30])[CH:14]=2)=[CH:9][CH:8]=1.[N:31]1[CH:36]=C[CH:34]=[CH:33][CH:32]=1.ClC(OC1C=CC=CC=1)=[O:39].C1(N)CC1. The catalyst is CN(C=O)C.O. The product is [O:1]1[CH2:6][CH2:5][CH2:4][O:3][CH:2]1[C:7]1[N:12]=[CH:11][C:10]([C:13]2[S:21][C:20]3[C:15](=[N:16][CH:17]=[CH:18][C:19]=3[O:22][C:23]3[CH:29]=[CH:28][C:26]([NH:27][C:36]([NH:31][CH:32]4[CH2:34][CH2:33]4)=[O:39])=[CH:25][C:24]=3[F:30])[CH:14]=2)=[CH:9][CH:8]=1. The yield is 0.360. (2) The reactants are [Li+].[OH-].C([O:5][C:6]([C:8]12[CH2:25][CH:24]1[CH:23]=[CH:22][CH2:21][CH2:20][CH2:19][CH2:18][N:17]([CH3:26])[C:16](=[O:27])[CH:15]1[CH:11]([CH2:12][CH:13]([O:28][C:29]3[C:38]4[C:33](=[C:34]([CH3:41])[C:35]([O:39][CH3:40])=[CH:36][CH:37]=4)[N:32]=[C:31]([C:42]4[CH:47]=[CH:46][CH:45]=[C:44]([CH:48]([CH3:50])[CH3:49])[N:43]=4)[CH:30]=3)[CH2:14]1)[C:10](=[O:51])[NH:9]2)=[O:7])C.C(O)(=O)C. The catalyst is O.CO.C1COCC1. The product is [CH:48]([C:44]1[N:43]=[C:42]([C:31]2[CH:30]=[C:29]([O:28][CH:13]3[CH2:12][CH:11]4[CH:15]([C:16](=[O:27])[N:17]([CH3:26])[CH2:18][CH2:19][CH2:20][CH2:21][CH:22]=[CH:23][CH:24]5[C:8]([C:6]([OH:7])=[O:5])([NH:9][C:10]4=[O:51])[CH2:25]5)[CH2:14]3)[C:38]3[C:33](=[C:34]([CH3:41])[C:35]([O:39][CH3:40])=[CH:36][CH:37]=3)[N:32]=2)[CH:47]=[CH:46][CH:45]=1)([CH3:50])[CH3:49]. The yield is 0.950.